Predict the reactants needed to synthesize the given product. From a dataset of Full USPTO retrosynthesis dataset with 1.9M reactions from patents (1976-2016). (1) Given the product [CH3:2][N:3]([CH3:12])[C:4]([C@@H:6]1[CH2:10][C@@H:9]([OH:11])[CH2:8][N:7]1[C:14]1([C:25]2[C:26]([O:31][CH3:32])=[N:27][CH:28]=[CH:29][CH:30]=2)[C:22]2[C:17](=[CH:18][CH:19]=[C:20]([Cl:23])[CH:21]=2)[NH:16][C:15]1=[O:24])=[O:5], predict the reactants needed to synthesize it. The reactants are: Cl.[CH3:2][N:3]([CH3:12])[C:4]([C@@H:6]1[CH2:10][C@@H:9]([OH:11])[CH2:8][NH:7]1)=[O:5].Cl[C:14]1([C:25]2[C:26]([O:31][CH3:32])=[N:27][CH:28]=[CH:29][CH:30]=2)[C:22]2[C:17](=[CH:18][CH:19]=[C:20]([Cl:23])[CH:21]=2)[NH:16][C:15]1=[O:24].C1COCC1.CCN(C(C)C)C(C)C. (2) Given the product [Br:1][C:2]1[CH:3]=[CH:4][C:5]([CH:8]2[CH2:9][O:10][C:12]([CH3:17])([CH3:13])[O:11]2)=[CH:6][N:7]=1, predict the reactants needed to synthesize it. The reactants are: [Br:1][C:2]1[N:7]=[CH:6][C:5]([CH:8]([OH:11])[CH2:9][OH:10])=[CH:4][CH:3]=1.[C:12]1(C)[CH:17]=CC(S([O-])(=O)=O)=C[CH:13]=1.[NH+]1C=CC=CC=1. (3) Given the product [CH3:20][S:17]([C:14]1[N:13]=[CH:2][C:1]([OH:4])=[CH:16][CH:15]=1)(=[O:19])=[O:18], predict the reactants needed to synthesize it. The reactants are: [C:1]([O-:4])(=O)[CH3:2].[K+].CS(C)=O.BrC1C=[N:13][C:14]([S:17]([CH3:20])(=[O:19])=[O:18])=[CH:15][CH:16]=1.C(OCC)(=O)C. (4) The reactants are: C([C:3]1[C:21]([C:22]([OH:24])=[O:23])=[C:6]2[N:7]=[C:8]([C:14]3[CH:19]=[CH:18][C:17]([Cl:20])=[CH:16][CH:15]=3)[CH:9]=[C:10]([CH:11]3[CH2:13][CH2:12]3)[N:5]2[N:4]=1)C.[OH-].[Na+]. Given the product [Cl:20][C:17]1[CH:18]=[CH:19][C:14]([C:8]2[CH:9]=[C:10]([CH:11]3[CH2:13][CH2:12]3)[N:5]3[N:4]=[CH:3][C:21]([C:22]([OH:24])=[O:23])=[C:6]3[N:7]=2)=[CH:15][CH:16]=1, predict the reactants needed to synthesize it. (5) Given the product [CH2:1]([O:3][C:4](=[O:23])[CH2:5][N:6]([CH2:7][CH2:8][CH:9]=[C:10]([C:17]1[CH:22]=[CH:21][CH:20]=[CH:19][CH:18]=1)[C:11]1[CH:12]=[CH:13][CH:14]=[CH:15][CH:16]=1)[CH2:25][CH3:26])[CH3:2], predict the reactants needed to synthesize it. The reactants are: [CH2:1]([O:3][C:4](=[O:23])[CH2:5][NH:6][CH2:7][CH2:8][CH:9]=[C:10]([C:17]1[CH:22]=[CH:21][CH:20]=[CH:19][CH:18]=1)[C:11]1[CH:16]=[CH:15][CH:14]=[CH:13][CH:12]=1)[CH3:2].Br[CH2:25][CH3:26].C(=O)([O-])[O-].[K+].[K+].[I-].[K+].